From a dataset of Peptide-MHC class I binding affinity with 185,985 pairs from IEDB/IMGT. Regression. Given a peptide amino acid sequence and an MHC pseudo amino acid sequence, predict their binding affinity value. This is MHC class I binding data. (1) The peptide sequence is GEVLAWKF. The MHC is Mamu-B01 with pseudo-sequence Mamu-B01. The binding affinity (normalized) is 0. (2) The peptide sequence is RRAVRGEQL. The MHC is HLA-B27:05 with pseudo-sequence HLA-B27:05. The binding affinity (normalized) is 0.622. (3) The peptide sequence is DPGNPNCLEW. The MHC is HLA-B07:02 with pseudo-sequence HLA-B07:02. The binding affinity (normalized) is 0. (4) The peptide sequence is ATTLFASV. The MHC is H-2-Db with pseudo-sequence H-2-Db. The binding affinity (normalized) is 0. (5) The peptide sequence is QTVEDEARR. The MHC is HLA-A02:02 with pseudo-sequence HLA-A02:02. The binding affinity (normalized) is 0.